Dataset: Forward reaction prediction with 1.9M reactions from USPTO patents (1976-2016). Task: Predict the product of the given reaction. Given the reactants S(Cl)([Cl:4])(=O)=O.[F:6][C:7]1[CH:12]=[CH:11][C:10]([C:13](=[O:21])[CH2:14][C:15]2[CH:20]=[CH:19][CH:18]=[CH:17][CH:16]=2)=[CH:9][CH:8]=1, predict the reaction product. The product is: [Cl:4][CH:14]([C:15]1[CH:16]=[CH:17][CH:18]=[CH:19][CH:20]=1)[C:13]([C:10]1[CH:9]=[CH:8][C:7]([F:6])=[CH:12][CH:11]=1)=[O:21].